From a dataset of Catalyst prediction with 721,799 reactions and 888 catalyst types from USPTO. Predict which catalyst facilitates the given reaction. (1) Reactant: [Cl:1][C:2]1[CH:7]=[CH:6][C:5]([S:8][C:9]2[O:13][C:12]([C:14]3[CH:19]=[CH:18][CH:17]=[CH:16][CH:15]=3)=[N:11][C:10]=2[C:20]2[CH:27]=[CH:26][C:23]([C:24]#[N:25])=[CH:22][CH:21]=2)=[CH:4][CH:3]=1.[NH2:28]O.[C:30]([O-:33])([O-])=O.[K+].[K+]. Product: [Cl:1][C:2]1[CH:7]=[CH:6][C:5]([S:8][C:9]2[O:13][C:12]([C:14]3[CH:19]=[CH:18][CH:17]=[CH:16][CH:15]=3)=[N:11][C:10]=2[C:20]2[CH:21]=[CH:22][C:23]([C:24]3[N:28]=[CH:30][O:33][N:25]=3)=[CH:26][CH:27]=2)=[CH:4][CH:3]=1. The catalyst class is: 14. (2) Reactant: [C:1]1([CH:7]=[N:8][C:9]([O:11][Si](C)(C)C)=[CH2:10])[CH:6]=[CH:5][CH:4]=[CH:3][CH:2]=1.C(OC([N:21]1[C:29]2[C:24](=[CH:25][CH:26]=[C:27]([Cl:30])[CH:28]=2)/[C:23](=[CH:31]/[C:32]2[CH:37]=[CH:36][CH:35]=[C:34]([Cl:38])[CH:33]=2)/[C:22]1=[O:39])=O)C.CO.[OH-].[Na+]. Product: [Cl:30][C:27]1[CH:28]=[C:29]2[NH:21][C:22](=[O:39])[C:23]3([CH:31]([C:32]4[CH:37]=[CH:36][CH:35]=[C:34]([Cl:38])[CH:33]=4)[CH2:11][C:9](=[O:10])[NH:8][CH:7]3[C:1]3[CH:6]=[CH:5][CH:4]=[CH:3][CH:2]=3)[C:24]2=[CH:25][CH:26]=1. The catalyst class is: 93. (3) Reactant: [Br:1][C:2]1[CH:19]=[CH:18][C:17]([F:20])=[CH:16][C:3]=1[O:4][CH:5]1[CH2:8][N:7](C(OC(C)(C)C)=O)[CH2:6]1.[ClH:21]. Product: [ClH:21].[Br:1][C:2]1[CH:19]=[CH:18][C:17]([F:20])=[CH:16][C:3]=1[O:4][CH:5]1[CH2:8][NH:7][CH2:6]1. The catalyst class is: 12.